From a dataset of Forward reaction prediction with 1.9M reactions from USPTO patents (1976-2016). Predict the product of the given reaction. (1) Given the reactants [CH:1]([C:4]1[C:8]([CH2:9][CH2:10][CH2:11][CH2:12][OH:13])=[CH:7][N:6]([C:14]2[CH:19]=[CH:18][C:17]([C:20]([F:23])([F:22])[F:21])=[CH:16][N:15]=2)[N:5]=1)([CH3:3])[CH3:2].O[C:25]1[CH:29]=[C:28]([CH2:30][CH2:31][C:32]([O:34]CC)=[O:33])[N:27]([CH3:37])[N:26]=1.C(P(CCCC)CCCC)CCC.N(C(N1CCCCC1)=O)=NC(N1CCCCC1)=O, predict the reaction product. The product is: [CH:1]([C:4]1[C:8]([CH2:9][CH2:10][CH2:11][CH2:12][O:13][C:25]2[CH:29]=[C:28]([CH2:30][CH2:31][C:32]([OH:34])=[O:33])[N:27]([CH3:37])[N:26]=2)=[CH:7][N:6]([C:14]2[CH:19]=[CH:18][C:17]([C:20]([F:22])([F:21])[F:23])=[CH:16][N:15]=2)[N:5]=1)([CH3:3])[CH3:2]. (2) Given the reactants [CH3:1][C:2]1[CH:9]=[C:8](B2OC(C)(C)C(C)(C)O2)[CH:7]=[CH:6][C:3]=1[C:4]#[N:5].Br[C:20]1[CH:21]=[N:22][CH:23]=[CH:24][C:25]=1[CH:26]=[O:27].C(=O)([O-])[O-].[Na+].[Na+], predict the reaction product. The product is: [CH:26]([C:25]1[CH:24]=[CH:23][N:22]=[CH:21][C:20]=1[C:8]1[CH:7]=[CH:6][C:3]([C:4]#[N:5])=[C:2]([CH3:1])[CH:9]=1)=[O:27]. (3) Given the reactants [Si:1]([O:8][C:9]1[CH:14]=[C:13]([O:15][Si:16]([C:19]([CH3:22])([CH3:21])[CH3:20])([CH3:18])[CH3:17])[CH:12]=[CH:11][C:10]=1[C@@H:23]1[CH2:28][CH2:27][C@H:26]([OH:29])[CH2:25][CH2:24]1)([C:4]([CH3:7])([CH3:6])[CH3:5])([CH3:3])[CH3:2].C(N(CC)CC)C.CN(C1C=CC=CN=1)C.[CH3:46][S:47](Cl)(=[O:49])=[O:48], predict the reaction product. The product is: [CH3:46][S:47]([O:29][C@H:26]1[CH2:25][CH2:24][C@@H:23]([C:10]2[CH:11]=[CH:12][C:13]([O:15][Si:16]([C:19]([CH3:20])([CH3:21])[CH3:22])([CH3:18])[CH3:17])=[CH:14][C:9]=2[O:8][Si:1]([C:4]([CH3:5])([CH3:6])[CH3:7])([CH3:3])[CH3:2])[CH2:28][CH2:27]1)(=[O:49])=[O:48]. (4) Given the reactants [NH2:1][C@@H:2]1[CH2:11][C@@H:10]2[C@:5]([CH3:14])([CH2:6][CH2:7][CH2:8][C:9]2([CH3:13])[CH3:12])[C@@H:4]([C:15]([C:17]2[CH:18]=[C:19]([OH:24])[CH:20]=[C:21]([OH:23])[CH:22]=2)=[O:16])[C@@H:3]1[CH3:25].[CH2:26]([N:28]=[C:29]=[O:30])[CH3:27], predict the reaction product. The product is: [OH:24][C:19]1[CH:18]=[C:17]([C:15]([C@@H:4]2[C@:5]3([CH3:14])[C@H:10]([C:9]([CH3:13])([CH3:12])[CH2:8][CH2:7][CH2:6]3)[CH2:11][C@@H:2]([NH:1][C:29]([NH:28][CH2:26][CH3:27])=[O:30])[C@H:3]2[CH3:25])=[O:16])[CH:22]=[C:21]([OH:23])[CH:20]=1. (5) Given the reactants [Cl:1][C:2]1[N:11]=[CH:10][C:9]2[C:4](=[C:5]([O:12]C)[CH:6]=[CH:7][CH:8]=2)[N:3]=1.B(Br)(Br)Br, predict the reaction product. The product is: [Cl:1][C:2]1[N:11]=[CH:10][C:9]2[C:4](=[C:5]([OH:12])[CH:6]=[CH:7][CH:8]=2)[N:3]=1. (6) Given the reactants [Br:1][C:2]1[CH:3]=[C:4]2[C:8](=[CH:9][CH:10]=1)[N:7]([C:11](=[O:32])[CH2:12][C@@H:13]([NH:24]C(OC(C)(C)C)=O)[C:14]([O:16][CH2:17][C:18]1[CH:23]=[CH:22][CH:21]=[CH:20][CH:19]=1)=[O:15])[CH:6]=[C:5]2/[C:33](/[C:45]#[N:46])=[CH:34]/[C:35]1[CH:40]=[C:39]([C:41]#[N:42])[CH:38]=[CH:37][C:36]=1[O:43][CH3:44].Cl.C1OCCOC1, predict the reaction product. The product is: [CH2:17]([O:16][C:14](=[O:15])[C@H:13]([NH2:24])[CH2:12][C:11]([N:7]1[C:8]2[C:4](=[CH:3][C:2]([Br:1])=[CH:10][CH:9]=2)[C:5](/[C:33](/[C:45]#[N:46])=[CH:34]/[C:35]2[CH:40]=[C:39]([C:41]#[N:42])[CH:38]=[CH:37][C:36]=2[O:43][CH3:44])=[CH:6]1)=[O:32])[C:18]1[CH:23]=[CH:22][CH:21]=[CH:20][CH:19]=1. (7) Given the reactants [NH2:1][C:2]1[C:6]2[CH:7]=[N:8][C:9]([NH:11][C:12]([NH:14][C@@H:15]([C:17]3[CH:22]=[CH:21][CH:20]=[CH:19][CH:18]=3)[CH3:16])=[O:13])=[CH:10][C:5]=2[N:4]([C:23]([C:36]2[CH:41]=[CH:40][CH:39]=[CH:38][CH:37]=2)([C:30]2[CH:35]=[CH:34][CH:33]=[CH:32][CH:31]=2)[C:24]2[CH:29]=[CH:28][CH:27]=[CH:26][CH:25]=2)[N:3]=1.N1C=CC=CC=1.Cl[C:49]([O:51][CH2:52][CH3:53])=[O:50].C(O)C(N)(CO)CO, predict the reaction product. The product is: [C:17]1([C@H:15]([NH:14][C:12](=[O:13])[NH:11][C:9]2[N:8]=[CH:7][C:6]3[C:2]([NH:1][C:49](=[O:50])[O:51][CH2:52][CH3:53])=[N:3][N:4]([C:23]([C:24]4[CH:25]=[CH:26][CH:27]=[CH:28][CH:29]=4)([C:36]4[CH:41]=[CH:40][CH:39]=[CH:38][CH:37]=4)[C:30]4[CH:31]=[CH:32][CH:33]=[CH:34][CH:35]=4)[C:5]=3[CH:10]=2)[CH3:16])[CH:22]=[CH:21][CH:20]=[CH:19][CH:18]=1. (8) Given the reactants C1(C2N(C(OC(C)(C)C)=O)C3C=C(C4C(C)=NOC=4C)C=C(I)C=3N=2)CC1.[Li]CCCC.N1C=CC=CC=1C([C@H]1CCC2(CC2)O1)=O.[NH4+].[Cl-].[CH:50]1([C:53]2[N:57](C(OCCCC)=O)[C:56]3[CH:65]=[C:66]([C:84]4[C:85]([CH3:90])=[N:86][O:87][C:88]=4[CH3:89])[CH:67]=[C:68]([C@:69]([OH:83])([C:77]4[CH:82]=[CH:81][CH:80]=[CH:79][N:78]=4)[C@H:70]4[CH2:76][CH2:75][C:72]5([CH2:74][CH2:73]5)[O:71]4)[C:55]=3[N:54]=2)[CH2:52][CH2:51]1.C(O)(C(F)(F)F)=O, predict the reaction product. The product is: [CH:50]1([C:53]2[NH:57][C:56]3[CH:65]=[C:66]([C:84]4[C:85]([CH3:90])=[N:86][O:87][C:88]=4[CH3:89])[CH:67]=[C:68]([C@:69]([C:77]4[CH:82]=[CH:81][CH:80]=[CH:79][N:78]=4)([C@H:70]4[CH2:76][CH2:75][C:72]5([CH2:73][CH2:74]5)[O:71]4)[OH:83])[C:55]=3[N:54]=2)[CH2:51][CH2:52]1. (9) The product is: [ClH:1].[Cl:1][C:2]1[CH:3]=[C:4]([CH:27]=[CH:28][C:29]=1[O:30][CH2:31][C:32]1[CH:37]=[CH:36][CH:35]=[C:34]([F:38])[CH:33]=1)[NH:5][C:6]1[C:15]2[C:10](=[CH:11][C:12]([O:22][CH2:23][CH2:24][CH2:25][N:43]([CH2:42][CH2:41][O:40][CH3:39])[CH3:44])=[CH:13][C:14]=2[O:16][CH:17]2[CH2:18][CH2:19][CH2:20][CH2:21]2)[N:9]=[CH:8][N:7]=1. Given the reactants [Cl:1][C:2]1[CH:3]=[C:4]([CH:27]=[CH:28][C:29]=1[O:30][CH2:31][C:32]1[CH:37]=[CH:36][CH:35]=[C:34]([F:38])[CH:33]=1)[NH:5][C:6]1[C:15]2[C:10](=[CH:11][C:12]([O:22][CH2:23][CH2:24][CH2:25]Cl)=[CH:13][C:14]=2[O:16][CH:17]2[CH2:21][CH2:20][CH2:19][CH2:18]2)[N:9]=[CH:8][N:7]=1.[CH3:39][O:40][CH2:41][CH2:42][NH:43][CH3:44], predict the reaction product.